From a dataset of hERG Central: cardiac toxicity at 1µM, 10µM, and general inhibition. Predict hERG channel inhibition at various concentrations. The molecule is COc1ccc(CNC(=O)C2(CC3CC(c4ccccc4)=NO3)CCN(C(=O)C3CCCC3)CC2)cc1. Results: hERG_inhib (hERG inhibition (general)): blocker.